This data is from Reaction yield outcomes from USPTO patents with 853,638 reactions. The task is: Predict the reaction yield, written as a fraction of the theoretical maximum amount of product (1.0 means a 100% yield; for example, 0.34 means a 34% yield). (1) The reactants are CC(OI1(OC(C)=O)(OC(C)=O)OC(=O)C2C=CC=CC1=2)=O.[NH2:23][C:24]1[C:29]2=[C:30]([C:43]3[CH:48]=[CH:47][C:46]([NH:49][C:50]([NH:52][C:53]4[CH:58]=[C:57]([C:59]([F:62])([F:61])[F:60])[CH:56]=[CH:55][N:54]=4)=[O:51])=[CH:45][CH:44]=3)[C:31]([CH:40]([OH:42])[CH3:41])=[C:32]([CH2:33][N:34]3[CH2:39][CH2:38][O:37][CH2:36][CH2:35]3)[N:28]2[N:27]=[CH:26][N:25]=1.C([O-])(O)=O.[Na+].CCOC(C)=O. The catalyst is CS(C)=O.O. The product is [C:40]([C:31]1[C:30]([C:43]2[CH:48]=[CH:47][C:46]([NH:49][C:50]([NH:52][C:53]3[CH:58]=[C:57]([C:59]([F:60])([F:61])[F:62])[CH:56]=[CH:55][N:54]=3)=[O:51])=[CH:45][CH:44]=2)=[C:29]2[N:28]([C:32]=1[CH2:33][N:34]1[CH2:39][CH2:38][O:37][CH2:36][CH2:35]1)[N:27]=[CH:26][N:25]=[C:24]2[NH2:23])(=[O:42])[CH3:41]. The yield is 0.310. (2) The reactants are [NH2:1][C:2]1[C:10]2[C:5](=[N:6][C:7]([C:17]3[CH:22]=[CH:21][C:20]([F:23])=[CH:19][CH:18]=3)=[C:8]([C:11]3[CH:16]=[CH:15][N:14]=[CH:13][CH:12]=3)[CH:9]=2)[NH:4][N:3]=1.Cl.[C:25](Cl)(=[O:32])[C:26]1[CH:31]=[CH:30][N:29]=[CH:28][CH:27]=1. The catalyst is N1C=CC=CC=1. The product is [F:23][C:20]1[CH:21]=[CH:22][C:17]([C:7]2[N:6]=[C:5]3[NH:4][N:3]=[C:2]([NH:1][C:25](=[O:32])[C:26]4[CH:31]=[CH:30][N:29]=[CH:28][CH:27]=4)[C:10]3=[CH:9][C:8]=2[C:11]2[CH:16]=[CH:15][N:14]=[CH:13][CH:12]=2)=[CH:18][CH:19]=1. The yield is 0.680.